From a dataset of Catalyst prediction with 721,799 reactions and 888 catalyst types from USPTO. Predict which catalyst facilitates the given reaction. Reactant: C(OC(=O)[NH:10][C@@H:11]([CH2:27][OH:28])[C:12]([NH:14][CH2:15][CH:16]([OH:26])[CH2:17][NH:18][C:19]([O:21][C:22]([CH3:25])([CH3:24])[CH3:23])=[O:20])=[O:13])C1C=CC=CC=1. Product: [C:22]([O:21][C:19]([NH:18][CH2:17][CH:16]([OH:26])[CH2:15][NH:14][C:12](=[O:13])[C@H:11]([CH2:27][OH:28])[NH2:10])=[O:20])([CH3:25])([CH3:23])[CH3:24]. The catalyst class is: 29.